This data is from NCI-60 drug combinations with 297,098 pairs across 59 cell lines. The task is: Regression. Given two drug SMILES strings and cell line genomic features, predict the synergy score measuring deviation from expected non-interaction effect. (1) Synergy scores: CSS=3.33, Synergy_ZIP=-0.135, Synergy_Bliss=1.05, Synergy_Loewe=-1.77, Synergy_HSA=-0.829. Drug 1: CC1=C(C=C(C=C1)NC(=O)C2=CC=C(C=C2)CN3CCN(CC3)C)NC4=NC=CC(=N4)C5=CN=CC=C5. Drug 2: CC(C)NC(=O)C1=CC=C(C=C1)CNNC.Cl. Cell line: T-47D. (2) Drug 1: CN1CCC(CC1)COC2=C(C=C3C(=C2)N=CN=C3NC4=C(C=C(C=C4)Br)F)OC. Drug 2: CC(C)(C#N)C1=CC(=CC(=C1)CN2C=NC=N2)C(C)(C)C#N. Cell line: ACHN. Synergy scores: CSS=19.4, Synergy_ZIP=-3.04, Synergy_Bliss=4.44, Synergy_Loewe=-0.948, Synergy_HSA=5.14.